This data is from Forward reaction prediction with 1.9M reactions from USPTO patents (1976-2016). The task is: Predict the product of the given reaction. The product is: [F:1][C:2]([F:29])([C:22]1[CH:27]=[CH:26][C:25]([F:28])=[CH:24][CH:23]=1)[C:3]1[N:4]=[C:5]([NH:15][C:16]2[CH:20]=[C:19]([CH3:21])[NH:18][N:17]=2)[C:6]2[S:11][C:10]([O:31][CH3:30])=[N:9][C:7]=2[N:8]=1. Given the reactants [F:1][C:2]([F:29])([C:22]1[CH:27]=[CH:26][C:25]([F:28])=[CH:24][CH:23]=1)[C:3]1[N:4]=[C:5]([NH:15][C:16]2[CH:20]=[C:19]([CH3:21])[NH:18][N:17]=2)[C:6]2[S:11][C:10](S(C)=O)=[N:9][C:7]=2[N:8]=1.[C:30](=O)([O-])[O-:31].[K+].[K+], predict the reaction product.